This data is from Forward reaction prediction with 1.9M reactions from USPTO patents (1976-2016). The task is: Predict the product of the given reaction. (1) Given the reactants C(OC(=O)[NH:7][C@H:8]([C:18]1[C:23]([C:24]2[CH:25]=[CH:26][C:27]([Cl:39])=[C:28]3[C:32]=2[N:31]([CH3:33])[N:30]=[C:29]3[NH:34][S:35]([CH3:38])(=[O:37])=[O:36])=[CH:22][C:21]([Br:40])=[CH:20][N:19]=1)[CH2:9][C:10]1[CH:15]=[C:14]([F:16])[CH:13]=[C:12]([F:17])[CH:11]=1)(C)(C)C.Cl, predict the reaction product. The product is: [NH2:7][C@H:8]([C:18]1[C:23]([C:24]2[CH:25]=[CH:26][C:27]([Cl:39])=[C:28]3[C:32]=2[N:31]([CH3:33])[N:30]=[C:29]3[NH:34][S:35]([CH3:38])(=[O:36])=[O:37])=[CH:22][C:21]([Br:40])=[CH:20][N:19]=1)[CH2:9][C:10]1[CH:11]=[C:12]([F:17])[CH:13]=[C:14]([F:16])[CH:15]=1. (2) Given the reactants [C:1]([C:3]1[CH:4]=[N:5][N:6]2[C:11]([C:12]([F:15])([F:14])[F:13])=[CH:10][C:9]([C:16]3[CH:21]=[CH:20][C:19]([C:22]([F:25])([F:24])[F:23])=[CH:18][CH:17]=3)=[N:8][C:7]=12)#[CH:2].I[C:27]1[CH:28]=[C:29]([C:34]([F:37])([F:36])[F:35])[C:30]([NH2:33])=[N:31][CH:32]=1, predict the reaction product. The product is: [F:37][C:34]([F:35])([F:36])[C:29]1[C:30]([NH2:33])=[N:31][CH:32]=[C:27]([C:2]#[C:1][C:3]2[CH:4]=[N:5][N:6]3[C:11]([C:12]([F:14])([F:13])[F:15])=[CH:10][C:9]([C:16]4[CH:21]=[CH:20][C:19]([C:22]([F:25])([F:24])[F:23])=[CH:18][CH:17]=4)=[N:8][C:7]=23)[CH:28]=1.